This data is from NCI-60 drug combinations with 297,098 pairs across 59 cell lines. The task is: Regression. Given two drug SMILES strings and cell line genomic features, predict the synergy score measuring deviation from expected non-interaction effect. (1) Drug 1: COC1=CC(=CC(=C1O)OC)C2C3C(COC3=O)C(C4=CC5=C(C=C24)OCO5)OC6C(C(C7C(O6)COC(O7)C8=CC=CS8)O)O. Drug 2: C1=NC2=C(N1)C(=S)N=CN2. Cell line: LOX IMVI. Synergy scores: CSS=52.3, Synergy_ZIP=-2.09, Synergy_Bliss=-5.15, Synergy_Loewe=-6.84, Synergy_HSA=-2.59. (2) Drug 1: CC1=C2C(C(=O)C3(C(CC4C(C3C(C(C2(C)C)(CC1OC(=O)C(C(C5=CC=CC=C5)NC(=O)OC(C)(C)C)O)O)OC(=O)C6=CC=CC=C6)(CO4)OC(=O)C)OC)C)OC. Drug 2: CC1=CC2C(CCC3(C2CCC3(C(=O)C)OC(=O)C)C)C4(C1=CC(=O)CC4)C. Cell line: SF-268. Synergy scores: CSS=44.0, Synergy_ZIP=10.5, Synergy_Bliss=8.77, Synergy_Loewe=-24.5, Synergy_HSA=5.89. (3) Drug 1: CN(C)N=NC1=C(NC=N1)C(=O)N. Drug 2: N.N.Cl[Pt+2]Cl. Cell line: HL-60(TB). Synergy scores: CSS=-1.65, Synergy_ZIP=-6.06, Synergy_Bliss=-15.6, Synergy_Loewe=-21.5, Synergy_HSA=-17.9. (4) Drug 1: C1=C(C(=O)NC(=O)N1)N(CCCl)CCCl. Drug 2: CCC1(CC2CC(C3=C(CCN(C2)C1)C4=CC=CC=C4N3)(C5=C(C=C6C(=C5)C78CCN9C7C(C=CC9)(C(C(C8N6C=O)(C(=O)OC)O)OC(=O)C)CC)OC)C(=O)OC)O.OS(=O)(=O)O. Cell line: SNB-19. Synergy scores: CSS=43.8, Synergy_ZIP=5.34, Synergy_Bliss=6.04, Synergy_Loewe=-1.42, Synergy_HSA=5.29. (5) Drug 1: C1C(C(OC1N2C=NC3=C(N=C(N=C32)Cl)N)CO)O. Drug 2: COC1=NC(=NC2=C1N=CN2C3C(C(C(O3)CO)O)O)N. Cell line: U251. Synergy scores: CSS=16.7, Synergy_ZIP=-6.77, Synergy_Bliss=-3.11, Synergy_Loewe=-10.6, Synergy_HSA=-1.70. (6) Drug 1: CC1=C2C(C(=O)C3(C(CC4C(C3C(C(C2(C)C)(CC1OC(=O)C(C(C5=CC=CC=C5)NC(=O)OC(C)(C)C)O)O)OC(=O)C6=CC=CC=C6)(CO4)OC(=O)C)OC)C)OC. Drug 2: CC(C1=C(C=CC(=C1Cl)F)Cl)OC2=C(N=CC(=C2)C3=CN(N=C3)C4CCNCC4)N. Cell line: HCT-15. Synergy scores: CSS=67.1, Synergy_ZIP=4.74, Synergy_Bliss=2.01, Synergy_Loewe=-32.4, Synergy_HSA=2.72. (7) Drug 1: CC1=C(C(=CC=C1)Cl)NC(=O)C2=CN=C(S2)NC3=CC(=NC(=N3)C)N4CCN(CC4)CCO. Drug 2: C1CN(CCN1C(=O)CCBr)C(=O)CCBr. Cell line: SF-268. Synergy scores: CSS=9.99, Synergy_ZIP=-6.05, Synergy_Bliss=0.136, Synergy_Loewe=-7.13, Synergy_HSA=-1.64. (8) Drug 1: CC(C1=C(C=CC(=C1Cl)F)Cl)OC2=C(N=CC(=C2)C3=CN(N=C3)C4CCNCC4)N. Drug 2: CC1=C2C(C(=O)C3(C(CC4C(C3C(C(C2(C)C)(CC1OC(=O)C(C(C5=CC=CC=C5)NC(=O)OC(C)(C)C)O)O)OC(=O)C6=CC=CC=C6)(CO4)OC(=O)C)OC)C)OC. Cell line: SF-268. Synergy scores: CSS=59.0, Synergy_ZIP=21.2, Synergy_Bliss=21.6, Synergy_Loewe=6.14, Synergy_HSA=20.7. (9) Drug 1: C1C(C(OC1N2C=C(C(=O)NC2=O)F)CO)O. Drug 2: C1CN(P(=O)(OC1)NCCCl)CCCl. Cell line: NCI-H226. Synergy scores: CSS=-2.49, Synergy_ZIP=0.634, Synergy_Bliss=-1.44, Synergy_Loewe=-0.607, Synergy_HSA=-2.68. (10) Drug 1: C1CN1C2=NC(=NC(=N2)N3CC3)N4CC4. Drug 2: C1CC(=O)NC(=O)C1N2CC3=C(C2=O)C=CC=C3N. Cell line: A549. Synergy scores: CSS=38.1, Synergy_ZIP=2.59, Synergy_Bliss=2.46, Synergy_Loewe=-6.14, Synergy_HSA=3.24.